From a dataset of Catalyst prediction with 721,799 reactions and 888 catalyst types from USPTO. Predict which catalyst facilitates the given reaction. (1) Reactant: Br[CH:2]([CH2:6][CH2:7][CH2:8][CH3:9])[C:3]([OH:5])=[O:4].[Cl:10][C:11]1[CH:16]=[C:15]([Cl:17])[CH:14]=[C:13]([Cl:18])[C:12]=1[OH:19].[NH2:20][C:21]1[S:22][CH:23]=[CH:24][N:25]=1. Product: [Cl:10][C:11]1[CH:16]=[C:15]([Cl:17])[CH:14]=[C:13]([Cl:18])[C:12]=1[O:19][CH:2]([CH2:6][CH2:7][CH2:8][CH3:9])[C:3]([OH:5])=[O:4].[Cl:10][C:11]1[CH:16]=[C:15]([Cl:17])[CH:14]=[C:13]([Cl:18])[C:12]=1[O:19][CH:2]([CH2:6][CH2:7][CH2:8][CH3:9])[C:3]([NH:20][C:21]1[S:22][CH:23]=[CH:24][N:25]=1)=[O:4]. The catalyst class is: 1. (2) Reactant: [CH3:1][C:2]([CH3:7])=[CH:3][C:4]([OH:6])=[O:5].[C:8]1([O:14][CH3:15])[CH:13]=[CH:12][CH:11]=[CH:10][CH:9]=1.[Cl-].[Al+3].[Cl-].[Cl-].Cl. Product: [CH3:15][O:14][C:8]1[CH:13]=[CH:12][C:11]([C:2]([CH3:7])([CH3:1])[CH2:3][C:4]([OH:6])=[O:5])=[CH:10][CH:9]=1. The catalyst class is: 4. (3) The catalyst class is: 10. Reactant: [Cl:1][C:2]1[N:7]=[C:6]([Cl:8])[CH:5]=[C:4](Cl)[N:3]=1.[NH2:10][C:11]1[CH:12]=[N:13][C:14]([O:17][CH3:18])=[CH:15][CH:16]=1.C(N(C(C)C)CC)(C)C. Product: [Cl:1][C:2]1[N:3]=[C:4]([NH:10][C:11]2[CH:12]=[N:13][C:14]([O:17][CH3:18])=[CH:15][CH:16]=2)[CH:5]=[C:6]([Cl:8])[N:7]=1. (4) Reactant: [NH2:1][C:2]1[CH:3]=[C:4]([CH:8]=[CH:9][C:10]=1[O:11][C:12]([F:15])([F:14])[F:13])[C:5](O)=[O:6].[Br:16][C:17]1[S:21][C:20]([NH2:22])=[N:19][N:18]=1.F[P-](F)(F)(F)(F)F.N1(O[P+](N2CCCC2)(N2CCCC2)N2CCCC2)C2C=CC=CC=2N=N1.C(N(C(C)C)CC)(C)C. Product: [NH2:1][C:2]1[CH:3]=[C:4]([CH:8]=[CH:9][C:10]=1[O:11][C:12]([F:15])([F:14])[F:13])[C:5]([NH:22][C:20]1[S:21][C:17]([Br:16])=[N:18][N:19]=1)=[O:6]. The catalyst class is: 3. (5) Product: [ClH:27].[CH2:1]([C:3]1[C:13]2[O:12][CH2:11][CH2:10][NH:9][CH2:8][C:7]=2[CH:6]=[CH:5][CH:4]=1)[CH3:2]. Reactant: [CH2:1]([C:3]1[C:13]2[O:12][CH2:11][CH2:10][N:9](C(OC(C)(C)C)=O)[CH2:8][C:7]=2[CH:6]=[CH:5][CH:4]=1)[CH3:2].C(OCC)(=O)C.[ClH:27]. The catalyst class is: 13. (6) Product: [F:1][C:2]1[CH:7]=[CH:6][C:5]([F:8])=[CH:4][C:3]=1[C@@H:9]1[CH2:13][CH2:12][CH2:11][N:10]1[C:14]1[CH:15]=[CH:16][C:17]2[N:18]([C:20]([C:23]([NH:25][CH2:26][C:27]([OH:29])=[O:28])=[O:24])=[CH:21][N:22]=2)[CH:19]=1. The catalyst class is: 8. Reactant: [F:1][C:2]1[CH:7]=[CH:6][C:5]([F:8])=[CH:4][C:3]=1[C@@H:9]1[CH2:13][CH2:12][CH2:11][N:10]1[C:14]1[CH:15]=[CH:16][C:17]2[N:18]([C:20]([C:23]([NH:25][CH2:26][C:27]([O:29]CC)=[O:28])=[O:24])=[CH:21][N:22]=2)[CH:19]=1.[Li+].[OH-]. (7) Reactant: [H-].[Al+3].[Li+].[H-].[H-].[H-].[CH:7]1([CH2:10][NH:11][C:12]2[S:13][C:14]([CH3:25])=[C:15]([C:17]3[CH:24]=[CH:23][C:20]([C:21]#[N:22])=[CH:19][CH:18]=3)[N:16]=2)[CH2:9][CH2:8]1. Product: [CH:7]1([CH2:10][NH:11][C:12]2[S:13][C:14]([CH3:25])=[C:15]([C:17]3[CH:18]=[CH:19][C:20]([CH2:21][NH2:22])=[CH:23][CH:24]=3)[N:16]=2)[CH2:9][CH2:8]1. The catalyst class is: 1. (8) Reactant: [N:1]1[C:10]2[C:5](=[CH:6][CH:7]=[CH:8][C:9]=2[OH:11])[CH:4]=[CH:3][C:2]=1[OH:12].C(=O)([O-])[O-].[K+].[K+].[CH2:19](Br)[C:20]1[CH:25]=[CH:24][CH:23]=[CH:22][CH:21]=1.O. Product: [CH2:19]([O:11][C:9]1[CH:8]=[CH:7][CH:6]=[C:5]2[C:10]=1[N:1]=[C:2]([OH:12])[CH:3]=[CH:4]2)[C:20]1[CH:25]=[CH:24][CH:23]=[CH:22][CH:21]=1. The catalyst class is: 3. (9) Reactant: [CH3:1][O-:2].[K+].[Br:4][C:5]1[CH:12]=[CH:11][C:8]([C:9]#[N:10])=[C:7](F)[CH:6]=1. Product: [Br:4][C:5]1[CH:12]=[CH:11][C:8]([C:9]#[N:10])=[C:7]([O:2][CH3:1])[CH:6]=1. The catalyst class is: 7.